Dataset: Full USPTO retrosynthesis dataset with 1.9M reactions from patents (1976-2016). Task: Predict the reactants needed to synthesize the given product. (1) Given the product [CH3:1][O:2][C:3](=[O:28])[NH:4][C@@H:5]1[C@@H:9]([NH2:10])[CH2:8][N:7]([CH2:21][C:22]2[CH:27]=[CH:26][CH:25]=[CH:24][CH:23]=2)[CH2:6]1, predict the reactants needed to synthesize it. The reactants are: [CH3:1][O:2][C:3](=[O:28])[NH:4][C@@H:5]1[C@@H:9]([N:10]2C(=O)C3C(=CC=CC=3)C2=O)[CH2:8][N:7]([CH2:21][C:22]2[CH:27]=[CH:26][CH:25]=[CH:24][CH:23]=2)[CH2:6]1.NN. (2) Given the product [C:33]([OH:40])(=[O:39])/[CH:34]=[CH:35]/[C:36]([OH:38])=[O:37].[Cl:1][C:2]1[CH:31]=[CH:30][C:29]([Cl:32])=[CH:28][C:3]=1[O:4][CH:5]([C:22]1[CH:27]=[CH:26][CH:25]=[CH:24][CH:23]=1)[CH2:6][CH2:7][CH2:8][N:9]1[CH2:10][CH2:11][NH:12][CH2:13][CH2:14]1, predict the reactants needed to synthesize it. The reactants are: [Cl:1][C:2]1[CH:31]=[CH:30][C:29]([Cl:32])=[CH:28][C:3]=1[O:4][CH:5]([C:22]1[CH:27]=[CH:26][CH:25]=[CH:24][CH:23]=1)[CH2:6][CH2:7][CH2:8][N:9]1[CH2:14][CH2:13][N:12](C(OC(C)(C)C)=O)[CH2:11][CH2:10]1.[C:33]([OH:40])(=[O:39])/[CH:34]=[CH:35]/[C:36]([OH:38])=[O:37].